Dataset: Catalyst prediction with 721,799 reactions and 888 catalyst types from USPTO. Task: Predict which catalyst facilitates the given reaction. (1) Product: [C:1]1([CH:7]([C:13]2[C:18](=[O:19])[C:17]([CH3:20])=[C:16]([CH3:21])[C:15](=[O:22])[C:14]=2[CH3:23])[CH2:8][CH2:9][C:10]([O:12][CH2:30][CH2:29][CH2:28][CH2:27][O:26][N+:24]([O-:32])=[O:25])=[O:11])[CH:6]=[CH:5][CH:4]=[CH:3][CH:2]=1. Reactant: [C:1]1([CH:7]([C:13]2[C:18](=[O:19])[C:17]([CH3:20])=[C:16]([CH3:21])[C:15](=[O:22])[C:14]=2[CH3:23])[CH2:8][CH2:9][C:10]([OH:12])=[O:11])[CH:6]=[CH:5][CH:4]=[CH:3][CH:2]=1.[N+:24]([O-:32])([O:26][CH2:27][CH2:28][CH2:29][CH2:30]O)=[O:25].C(N=C=NCCCN(C)C)C. The catalyst class is: 64. (2) Reactant: Cl[C:2]([O:4][CH:5]([CH3:7])[CH3:6])=[O:3].[F:8][C:9]1[CH:14]=[C:13]([S:15]([CH3:18])(=[O:17])=[O:16])[CH:12]=[CH:11][C:10]=1[C:19]1[CH:20]=[C:21]2[CH:27]=[C:26]([CH:28]3[CH2:33][CH2:32][NH:31][CH2:30][CH2:29]3)[O:25][C:22]2=[CH:23][N:24]=1.C(N(CC)C(C)C)(C)C. Product: [CH:5]([O:4][C:2]([N:31]1[CH2:32][CH2:33][CH:28]([C:26]2[O:25][C:22]3=[CH:23][N:24]=[C:19]([C:10]4[CH:11]=[CH:12][C:13]([S:15]([CH3:18])(=[O:17])=[O:16])=[CH:14][C:9]=4[F:8])[CH:20]=[C:21]3[CH:27]=2)[CH2:29][CH2:30]1)=[O:3])([CH3:7])[CH3:6]. The catalyst class is: 7. (3) Reactant: [ClH:1].[C:2]1([N:8]([CH2:32][CH2:33][C:34]([O:36]CC)=[O:35])[C:9]([C:11]2[CH:12]=[CH:13][C:14]3[S:18][C:17]([CH2:19][N:20]([C:22]4[CH:27]=[CH:26][C:25]([C:28](=[NH:30])[NH2:29])=[CH:24][CH:23]=4)[CH3:21])=[N:16][C:15]=3[CH:31]=2)=[O:10])[CH:7]=[CH:6][CH:5]=[CH:4][CH:3]=1.[OH-].[Na+]. Product: [ClH:1].[C:2]1([N:8]([CH2:32][CH2:33][C:34]([OH:36])=[O:35])[C:9]([C:11]2[CH:12]=[CH:13][C:14]3[S:18][C:17]([CH2:19][N:20]([C:22]4[CH:27]=[CH:26][C:25]([C:28](=[NH:29])[NH2:30])=[CH:24][CH:23]=4)[CH3:21])=[N:16][C:15]=3[CH:31]=2)=[O:10])[CH:7]=[CH:6][CH:5]=[CH:4][CH:3]=1. The catalyst class is: 5. (4) Reactant: C(N1CC[C@@H:5]([NH:8][C:9]([CH2:11][C:12]2[CH:17]=[C:16]([F:18])[CH:15]=[CH:14][C:13]=2S(NC2C(C(OC)=O)=C3C(C4CC4CO3)=CC=2)(=O)=O)=O)C1)C.[F:38][C:39]([F:44])([F:43])[C:40](O)=[O:41]. The catalyst class is: 2. Product: [F:38][C:39]([F:44])([F:43])[C:40]([N:8]1[CH2:5][CH:11]([C:12]2[CH:13]=[CH:14][CH:15]=[C:16]([F:18])[CH:17]=2)[CH2:9]1)=[O:41].